From a dataset of Reaction yield outcomes from USPTO patents with 853,638 reactions. Predict the reaction yield, written as a fraction of the theoretical maximum amount of product (1.0 means a 100% yield; for example, 0.34 means a 34% yield). (1) The reactants are Br[C:2]1[CH:3]=[C:4]([C:16]([NH:18][CH2:19][C:20]2[C:21](=[O:28])[NH:22][C:23]([CH3:27])=[CH:24][C:25]=2[CH3:26])=[O:17])[C:5]2[CH:6]=[N:7][N:8]([CH:11]3[CH2:15][CH2:14][CH2:13][CH2:12]3)[C:9]=2[CH:10]=1.[CH3:29][C:30]1(C)C(C)(C)OB(C=C)O1.C([O-])([O-])=O.[Na+].[Na+].CO.C(Cl)Cl. The catalyst is O1CCOCC1.C1C=CC([P]([Pd]([P](C2C=CC=CC=2)(C2C=CC=CC=2)C2C=CC=CC=2)([P](C2C=CC=CC=2)(C2C=CC=CC=2)C2C=CC=CC=2)[P](C2C=CC=CC=2)(C2C=CC=CC=2)C2C=CC=CC=2)(C2C=CC=CC=2)C2C=CC=CC=2)=CC=1. The product is [CH:11]1([N:8]2[C:9]3[CH:10]=[C:2]([CH:29]=[CH2:30])[CH:3]=[C:4]([C:16]([NH:18][CH2:19][C:20]4[C:21](=[O:28])[NH:22][C:23]([CH3:27])=[CH:24][C:25]=4[CH3:26])=[O:17])[C:5]=3[CH:6]=[N:7]2)[CH2:15][CH2:14][CH2:13][CH2:12]1. The yield is 0.682. (2) The reactants are [Br:1][C:2]1[CH:7]=[CH:6][C:5]([C:8]2[C:19](=[O:20])[N:18]([CH2:21][CH3:22])[C:11]3[N:12]=[C:13]([S:16][CH3:17])[N:14]=[CH:15][C:10]=3[CH:9]=2)=[C:4]([Cl:23])[CH:3]=1.ClC1C=CC=C(C(OO)=[O:32])C=1. The catalyst is ClCCl. The product is [Br:1][C:2]1[CH:7]=[CH:6][C:5]([C:8]2[C:19](=[O:20])[N:18]([CH2:21][CH3:22])[C:11]3[N:12]=[C:13]([S:16]([CH3:17])=[O:32])[N:14]=[CH:15][C:10]=3[CH:9]=2)=[C:4]([Cl:23])[CH:3]=1. The yield is 0.710. (3) The reactants are N[C@H]1CCCC[C@H]1C(NCCC#N)=O.N1C=CC=CC=1.F[S:22]([C:25]1[CH:33]=[CH:32][C:28]([C:29](Cl)=[O:30])=[CH:27][CH:26]=1)(=[O:24])=[O:23].[C:34]([CH2:36][NH:37][C:38]([C@@H:40]1[CH2:45][CH2:44][CH2:43][CH2:42][C@@H:41]1[NH:46]C(=O)C1C=CC(F)=CC=1)=[O:39])#[N:35].C(N(CC)CC)C.[N:63]1[CH:68]=[CH:67][C:66]([CH2:69][NH2:70])=[CH:65][CH:64]=1. The catalyst is ClCCl.CO. The product is [C:34]([CH2:36][NH:37][C:38]([C@@H:40]1[CH2:45][CH2:44][CH2:43][CH2:42][C@@H:41]1[NH:46][C:29](=[O:30])[C:28]1[CH:32]=[CH:33][C:25]([S:22]([NH:70][CH2:69][C:66]2[CH:67]=[CH:68][N:63]=[CH:64][CH:65]=2)(=[O:24])=[O:23])=[CH:26][CH:27]=1)=[O:39])#[N:35]. The yield is 0.480. (4) The reactants are [CH:1]1([CH:7]([C:9]2[C:10]([CH2:25][O:26][CH3:27])=[N:11][N:12]([C:14]3[CH:19]=[CH:18][C:17]([O:20][C:21]([F:24])([F:23])[F:22])=[CH:16][CH:15]=3)[CH:13]=2)O)[CH2:6][CH2:5][CH2:4][CH2:3][CH2:2]1.[NH2:28][C:29]1[CH:34]=[CH:33][C:32]([C:35]([N:37]([CH3:45])[CH2:38][CH2:39][C:40]([O:42]CC)=[O:41])=[O:36])=[CH:31][CH:30]=1. No catalyst specified. The product is [CH:1]1([CH:7]([NH:28][C:29]2[CH:30]=[CH:31][C:32]([C:35]([N:37]([CH3:45])[CH2:38][CH2:39][C:40]([OH:42])=[O:41])=[O:36])=[CH:33][CH:34]=2)[C:9]2[C:10]([CH2:25][O:26][CH3:27])=[N:11][N:12]([C:14]3[CH:19]=[CH:18][C:17]([O:20][C:21]([F:24])([F:23])[F:22])=[CH:16][CH:15]=3)[CH:13]=2)[CH2:6][CH2:5][CH2:4][CH2:3][CH2:2]1. The yield is 0.390. (5) The reactants are [OH:1][CH2:2][CH2:3][C:4]1([NH:7][C:8](=[O:14])[O:9][C:10]([CH3:13])([CH3:12])[CH3:11])[CH2:6][CH2:5]1.C(N(CC)CC)C.[S:22](Cl)([CH3:25])(=[O:24])=[O:23]. The catalyst is O1CCCC1. The product is [CH3:25][S:22]([O:1][CH2:2][CH2:3][C:4]1([NH:7][C:8]([O:9][C:10]([CH3:11])([CH3:13])[CH3:12])=[O:14])[CH2:5][CH2:6]1)(=[O:24])=[O:23]. The yield is 0.950. (6) The product is [Br:1][C:2]1[N:7]=[CH:6][C:5]([C:8](=[O:24])[CH:9]=[C:10]([C:16]2[CH:21]=[C:20]([Cl:22])[CH:19]=[C:18]([Cl:23])[CH:17]=2)[C:11]([F:12])([F:13])[F:14])=[CH:4][CH:3]=1. The reactants are [Br:1][C:2]1[N:7]=[CH:6][C:5]([C:8](=[O:24])[CH2:9][C:10]([C:16]2[CH:21]=[C:20]([Cl:22])[CH:19]=[C:18]([Cl:23])[CH:17]=2)(O)[C:11]([F:14])([F:13])[F:12])=[CH:4][CH:3]=1.S(Cl)(Cl)=O.N1C=CC=CC=1. The catalyst is C1(C)C=CC=CC=1. The yield is 0.814. (7) The reactants are [N+:1]([C:4]1[CH:10]=[CH:9][C:7]([NH2:8])=[CH:6][CH:5]=1)([O-:3])=[O:2].[Br:11]Br. The catalyst is CC(O)=O. The product is [Br:11][C:9]1[CH:10]=[C:4]([N+:1]([O-:3])=[O:2])[CH:5]=[CH:6][C:7]=1[NH2:8]. The yield is 0.720. (8) The reactants are [CH3:1][C:2]1[CH:17]=[C:16]([N+:18]([O-])=O)[CH:15]=[CH:14][C:3]=1[O:4][C:5]1[CH:6]=[CH:7][C:8]2[O:12][CH:11]=[N:10][C:9]=2[CH:13]=1. The catalyst is C(O)C.[Pd]. The product is [O:12]1[C:8]2[CH:7]=[CH:6][C:5]([O:4][C:3]3[CH:14]=[CH:15][C:16]([NH2:18])=[CH:17][C:2]=3[CH3:1])=[CH:13][C:9]=2[N:10]=[CH:11]1. The yield is 0.550. (9) The reactants are C[N:2](C=O)C.[CH3:6][O:7][C:8]1[CH:13]=[CH:12][C:11]([C:14]2[C:23]([C:24]3[CH:29]=[CH:28][C:27]([O:30][CH3:31])=[CH:26][CH:25]=3)=[N:22][C:21]3[C:16](=[CH:17][CH:18]=[C:19]([S:32]([OH:35])(=O)=[O:33])[CH:20]=3)[N:15]=2)=[CH:10][CH:9]=1. The catalyst is S(Cl)(Cl)=O. The product is [CH3:6][O:7][C:8]1[CH:13]=[CH:12][C:11]([C:14]2[C:23]([C:24]3[CH:29]=[CH:28][C:27]([O:30][CH3:31])=[CH:26][CH:25]=3)=[N:22][C:21]3[C:16](=[CH:17][CH:18]=[C:19]([S:32]([NH2:2])(=[O:35])=[O:33])[CH:20]=3)[N:15]=2)=[CH:10][CH:9]=1. The yield is 0.120.